From a dataset of Catalyst prediction with 721,799 reactions and 888 catalyst types from USPTO. Predict which catalyst facilitates the given reaction. (1) Reactant: [OH:1][C:2]1[CH:10]=[CH:9][C:5](C(O)=O)=[CH:4][C:3]=1[N+:11]([O-:13])=[O:12].C1C=CC2N(O)N=NC=2C=1.CC(C)N=C=NC(C)C. Product: [N+:11]([C:3]1[CH:4]=[CH:5][CH:9]=[CH:10][C:2]=1[OH:1])([O-:13])=[O:12]. The catalyst class is: 3. (2) Reactant: B.C1(C)C=CC=CC=1.[Cl:9][C:10]1[CH:11]=[C:12]([CH:28]=[C:29]([F:31])[CH:30]=1)[C:13]([C@@H:15]1[CH2:20][CH2:19][CH2:18][N:17]([C:21]([O:23][C:24]([CH3:27])([CH3:26])[CH3:25])=[O:22])[CH2:16]1)=[O:14]. Product: [Cl:9][C:10]1[CH:11]=[C:12]([C@H:13]([OH:14])[C@@H:15]2[CH2:20][CH2:19][CH2:18][N:17]([C:21]([O:23][C:24]([CH3:26])([CH3:25])[CH3:27])=[O:22])[CH2:16]2)[CH:28]=[C:29]([F:31])[CH:30]=1. The catalyst class is: 1. (3) Reactant: [CH:1]1([CH2:6][C@H:7]([CH2:18][C:19]([O:21][C:22]([CH3:25])([CH3:24])[CH3:23])=[O:20])[C:8]([N:10]2[CH:14]([C:15](O)=[O:16])[CH2:13][CH:12]=[N:11]2)=[O:9])[CH2:5][CH2:4][CH2:3][CH2:2]1.C[CH2:27][N:28](C(C)C)[CH:29](C)C.C(Cl)CCl.CNC. Product: [CH:1]1([CH2:6][C@@H:7]([C:8]([N:10]2[CH:14]([C:15]([N:28]([CH3:29])[CH3:27])=[O:16])[CH2:13][CH:12]=[N:11]2)=[O:9])[CH2:18][C:19]([O:21][C:22]([CH3:25])([CH3:24])[CH3:23])=[O:20])[CH2:5][CH2:4][CH2:3][CH2:2]1. The catalyst class is: 410. (4) Reactant: [ClH:1].[C:2]1([NH:11]C(=O)OC(C)(C)C)[C:7]2[CH2:8][CH2:9][CH2:10][C:6]=2[CH:5]=[CH:4][N:3]=1. Product: [ClH:1].[C:2]1([NH2:11])[C:7]2[CH2:8][CH2:9][CH2:10][C:6]=2[CH:5]=[CH:4][N:3]=1. The catalyst class is: 2. (5) Reactant: [CH3:1]CN(C(C)C)C(C)C.[CH:10]1[CH:11]=[CH:12][C:13]2[N:18](O)[N:17]=[N:16][C:14]=2[CH:15]=1.CCN=C=NCCCN(C)C.C1(C)C=CC=C(N2[CH:41]=[C:40]([C:42](O)=[O:43])N=N2)C=1.C1(C)C=CC=C(N)C=1.Cl.[NH2:55][CH2:56][C:57]([N:59]1[CH2:64][CH2:63][N:62]([C:65](=[O:77])[C:66]2[CH:71]=[C:70]([F:72])[CH:69]=[CH:68][C:67]=2[C:73]([F:76])([F:75])[F:74])[CH2:61][CH2:60]1)=[O:58].FC1C=CC(C(F)(F)F)=C(C=1)C(O)=O. Product: [F:72][C:70]1[CH:69]=[CH:68][C:67]([C:73]([F:74])([F:76])[F:75])=[C:66]([CH:71]=1)[C:65]([N:62]1[CH2:61][CH2:60][N:59]([C:57](=[O:58])[CH2:56][NH:55][C:42]([C:40]2[N:18]=[N:17][N:16]([C:14]3[CH:13]=[C:12]([CH3:1])[CH:11]=[CH:10][CH:15]=3)[CH:41]=2)=[O:43])[CH2:64][CH2:63]1)=[O:77]. The catalyst class is: 18. (6) Reactant: [CH2:1]([Mg]Br)[CH3:2].[CH2:5]([C@@:12]12[CH2:25][CH2:24][C:23](=[O:26])[CH2:22][C@@H:21]1[CH2:20][CH2:19][CH2:18][C:17]1[CH:16]=[N:15][N:14]([CH3:27])[C:13]2=1)[C:6]1[CH:11]=[CH:10][CH:9]=[CH:8][CH:7]=1.[CH2:28]([C@:35]12[CH2:48][CH2:47][C:46](=[O:49])[CH2:45][C@H:44]1[CH2:43][CH2:42][CH2:41][C:40]1[CH:39]=[N:38][N:37]([CH3:50])[C:36]2=1)[C:29]1[CH:34]=[CH:33][CH:32]=[CH:31][CH:30]=1.[C:51](O)(=O)[CH3:52]. Product: [CH2:5]([C@:12]12[CH2:25][CH2:24][C@:23]([CH2:1][CH3:2])([OH:26])[CH2:22][C@H:21]1[CH2:20][CH2:19][CH2:18][C:17]1[CH:16]=[N:15][N:14]([CH3:27])[C:13]2=1)[C:6]1[CH:7]=[CH:8][CH:9]=[CH:10][CH:11]=1.[CH2:28]([C@@:35]12[CH2:48][CH2:47][C@@:46]([CH2:51][CH3:52])([OH:49])[CH2:45][C@@H:44]1[CH2:43][CH2:42][CH2:41][C:40]1[CH:39]=[N:38][N:37]([CH3:50])[C:36]2=1)[C:29]1[CH:30]=[CH:31][CH:32]=[CH:33][CH:34]=1. The catalyst class is: 20.